This data is from Reaction yield outcomes from USPTO patents with 853,638 reactions. The task is: Predict the reaction yield, written as a fraction of the theoretical maximum amount of product (1.0 means a 100% yield; for example, 0.34 means a 34% yield). (1) The product is [Cl:1][CH2:2][CH2:3][C:4]([C:6]1[CH:11]=[CH:10][CH:9]=[CH:8][CH:7]=1)([OH:5])[CH2:16][CH:15]=[CH2:14]. The reactants are [Cl:1][CH2:2][CH2:3][C:4]([C:6]1[CH:11]=[CH:10][CH:9]=[CH:8][CH:7]=1)=[O:5].[NH4+].[Cl-].[CH2:14](Br)[CH:15]=[CH2:16]. The catalyst is C1COCC1.[Zn]. The yield is 0.970. (2) The reactants are Cl[C:2]1[N:3]=[C:4]2[CH:12]=[CH:11][C:10]([F:13])=[CH:9][N:5]2[C:6](=[O:8])[CH:7]=1.C(Cl)Cl.[C:17]([O-:20])([O-])=O.[K+].[K+]. The catalyst is C1C=CC(P(C2C=CC=CC=2)[C-]2C=CC=C2)=CC=1.C1C=CC(P(C2C=CC=CC=2)[C-]2C=CC=C2)=CC=1.Cl[Pd]Cl.[Fe+2].CC#N. The product is [F:13][C:10]1[CH:11]=[CH:12][C:4]2[N:5]([CH:9]=1)[C:6](=[O:8])[CH:7]=[C:2]([C:12]1[CH:11]=[C:10]([F:13])[C:9]3[N:5]=[C:6]([CH3:7])[O:20][C:17]=3[CH:4]=1)[N:3]=2. The yield is 0.890. (3) The yield is 0.420. The catalyst is CN(C=O)C.CO.CS(C)=O. The product is [Cl:31][C:28]1[S:27][C:26]([S:23]([NH:22][C:13]2[C:14]3[C:19](=[CH:18][CH:17]=[CH:16][C:15]=3[O:20][CH3:21])[N:11]([CH2:10][C:6]3[CH:5]=[C:4]([CH2:3][NH:2][C:42](=[O:43])[C:40]([CH3:45])([CH3:41])[NH2:39])[CH:9]=[CH:8][CH:7]=3)[N:12]=2)(=[O:25])=[O:24])=[CH:30][CH:29]=1. The reactants are Cl.[NH2:2][CH2:3][C:4]1[CH:5]=[C:6]([CH2:10][N:11]2[C:19]3[C:14](=[C:15]([O:20][CH3:21])[CH:16]=[CH:17][CH:18]=3)[C:13]([NH:22][S:23]([C:26]3[S:27][C:28]([Cl:31])=[CH:29][CH:30]=3)(=[O:25])=[O:24])=[N:12]2)[CH:7]=[CH:8][CH:9]=1.C([NH:39][C:40]([CH3:45])([C:42](O)=[O:43])[CH3:41])(OC(C)(C)C)=O.CN(C(ON1N=NC2C=CC=NC1=2)=[N+](C)C)C.F[P-](F)(F)(F)(F)F.CCN(C(C)C)C(C)C.C(O)(C(F)(F)F)=O. (4) The reactants are [Br:1][C:2]1[NH:6][CH:5]=[C:4]([C:7]([O:9][CH3:10])=[O:8])[CH:3]=1.[CH3:11][C:12](C)([O-])C.[K+].BrCC. The catalyst is CN(C=O)C. The product is [Br:1][C:2]1[N:6]([CH2:11][CH3:12])[CH:5]=[C:4]([C:7]([O:9][CH3:10])=[O:8])[CH:3]=1. The yield is 0.840. (5) The reactants are [CH3:1][O:2][C:3](=[O:25])[CH2:4][C@H:5]1[CH2:10][CH2:9][C@H:8]([C:11]2[CH:16]=[CH:15][C:14](OS(C(F)(F)F)(=O)=O)=[CH:13][CH:12]=2)[CH2:7][CH2:6]1. The catalyst is CO.[Pd]. The product is [CH3:1][O:2][C:3](=[O:25])[CH2:4][C@H:5]1[CH2:6][CH2:7][C@H:8]([C:11]2[CH:12]=[CH:13][CH:14]=[CH:15][CH:16]=2)[CH2:9][CH2:10]1. The yield is 0.920.